Dataset: Forward reaction prediction with 1.9M reactions from USPTO patents (1976-2016). Task: Predict the product of the given reaction. Given the reactants F[C:2](F)(F)[C:3](O)=[O:4].FC(F)(F)C(O)=O.[NH2:15][C:16]1[C:21]2=[C:22]([C:37]3[S:38][C:39]4[C:45]([O:46][CH3:47])=[CH:44][C:43]([CH3:48])=[CH:42][C:40]=4[CH:41]=3)[C:23]([CH2:32][NH:33][C:34](=[O:36])[CH3:35])=[C:24]([CH2:25][N:26]3[CH2:31][CH2:30][NH:29][CH2:28][CH2:27]3)[N:20]2[N:19]=[CH:18][N:17]=1.C(Cl)(=O)C.C(=O)([O-])[O-].[Na+].[Na+], predict the reaction product. The product is: [C:3]([N:29]1[CH2:28][CH2:27][N:26]([CH2:25][C:24]2[N:20]3[C:21]([C:16]([NH2:15])=[N:17][CH:18]=[N:19]3)=[C:22]([C:37]3[S:38][C:39]4[C:45]([O:46][CH3:47])=[CH:44][C:43]([CH3:48])=[CH:42][C:40]=4[CH:41]=3)[C:23]=2[CH2:32][NH:33][C:34](=[O:36])[CH3:35])[CH2:31][CH2:30]1)(=[O:4])[CH3:2].